This data is from Reaction yield outcomes from USPTO patents with 853,638 reactions. The task is: Predict the reaction yield, written as a fraction of the theoretical maximum amount of product (1.0 means a 100% yield; for example, 0.34 means a 34% yield). The product is [CH3:16][C:17]1[CH:18]=[C:19]([C:23]2[N:24]=[C:25]([N:28]3[CH2:33][CH2:32][N:31]([C:8]([NH:7][C:3]4[CH:2]=[N:1][CH:6]=[CH:5][CH:4]=4)=[O:15])[CH2:30][CH2:29]3)[S:26][CH:27]=2)[CH:20]=[CH:21][CH:22]=1. The catalyst is CS(C)=O. The yield is 0.351. The reactants are [N:1]1[CH:6]=[CH:5][CH:4]=[C:3]([NH:7][C:8](=[O:15])OCC(Cl)(Cl)Cl)[CH:2]=1.[CH3:16][C:17]1[CH:18]=[C:19]([C:23]2[N:24]=[C:25]([N:28]3[CH2:33][CH2:32][NH:31][CH2:30][CH2:29]3)[S:26][CH:27]=2)[CH:20]=[CH:21][CH:22]=1.C(N(C(C)C)CC)(C)C.O.